This data is from Catalyst prediction with 721,799 reactions and 888 catalyst types from USPTO. The task is: Predict which catalyst facilitates the given reaction. (1) Reactant: [CH2:1]([N:3]([CH2:12][CH3:13])[C:4]1[CH:11]=[CH:10][C:7]([C:8]#[N:9])=[CH:6][CH:5]=1)[CH3:2].P12(SP3(SP(SP(S3)(S1)=S)(=S)S2)=S)=[S:15]. Product: [CH2:12]([N:3]([CH2:1][CH3:2])[C:4]1[CH:11]=[CH:10][C:7]([C:8]([NH2:9])=[S:15])=[CH:6][CH:5]=1)[CH3:13]. The catalyst class is: 5. (2) Reactant: CS(O[CH2:6][C@@H:7]1[C@@H:16]([O:17][CH2:18][C:19]2[CH:24]=[CH:23][CH:22]=[CH:21][CH:20]=2)[C@H:15]([O:25][CH2:26][C:27]2[CH:32]=[CH:31][CH:30]=[CH:29][CH:28]=2)[C@H:10]2[NH:11][C:12](=[O:14])[O:13][C@H:9]2[CH2:8]1)(=O)=O.[F-:33].C([N+](CCCC)(CCCC)CCCC)CCC. Product: [CH2:26]([O:25][C@@H:15]1[C@H:10]2[NH:11][C:12](=[O:14])[O:13][C@H:9]2[CH2:8][C@H:7]([CH2:6][F:33])[C@H:16]1[O:17][CH2:18][C:19]1[CH:20]=[CH:21][CH:22]=[CH:23][CH:24]=1)[C:27]1[CH:32]=[CH:31][CH:30]=[CH:29][CH:28]=1. The catalyst class is: 10. (3) Reactant: C(OC([N:11]1[CH2:16][CH2:15][CH2:14][CH:13]([CH2:17][O:18][Si:19]([C:22]([CH3:25])([CH3:24])[CH3:23])([CH3:21])[CH3:20])[CH2:12]1)=O)C1C=CC=CC=1.[H][H]. Product: [Si:19]([O:18][CH2:17][CH:13]1[CH2:14][CH2:15][CH2:16][NH:11][CH2:12]1)([C:22]([CH3:25])([CH3:24])[CH3:23])([CH3:21])[CH3:20]. The catalyst class is: 43. (4) Reactant: [BH4-].[Li+].Cl[Si](C)(C)C.[NH2:8][CH:9]([C:13]1[CH:18]=[CH:17][CH:16]=[C:15]([F:19])[C:14]=1[CH3:20])[C:10](O)=[O:11]. Product: [NH2:8][CH:9]([C:13]1[CH:18]=[CH:17][CH:16]=[C:15]([F:19])[C:14]=1[CH3:20])[CH2:10][OH:11]. The catalyst class is: 1.